Dataset: Forward reaction prediction with 1.9M reactions from USPTO patents (1976-2016). Task: Predict the product of the given reaction. Given the reactants [CH3:1][O:2][C:3]([C:5]1[N:6]=[C:7]([NH:10][C:11](=[O:42])[C@@H:12]([NH:20][C:21](=[O:41])[CH:22]([NH:33][C:34]([O:36]C(C)(C)C)=O)[C:23]2[CH:32]=[CH:31][C:26]3[N:27]([CH3:30])[CH:28]=[N:29][C:25]=3[CH:24]=2)[CH2:13][C:14]2[CH:19]=[CH:18][CH:17]=[CH:16][CH:15]=2)[S:8][CH:9]=1)=[O:4].ClCCl.C(=O)(O)[O-].[Na+].C(=O)=O.C(N(C(C)C)CC)(C)C.O=C(Cl)OC(Cl)(Cl)Cl, predict the reaction product. The product is: [CH3:1][O:2][C:3]([C:5]1[N:6]=[C:7]([NH:10][C:11](=[O:42])[C@@H:12]([N:20]2[C:21](=[O:41])[CH:22]([C:23]3[CH:32]=[CH:31][C:26]4[N:27]([CH3:30])[CH:28]=[N:29][C:25]=4[CH:24]=3)[NH:33][C:34]2=[O:36])[CH2:13][C:14]2[CH:15]=[CH:16][CH:17]=[CH:18][CH:19]=2)[S:8][CH:9]=1)=[O:4].